Dataset: Catalyst prediction with 721,799 reactions and 888 catalyst types from USPTO. Task: Predict which catalyst facilitates the given reaction. (1) Reactant: [C:1]([O:4][CH2:5][C:6]1[CH:11]=[CH:10][C:9]([C:12]#[N:13])=[CH:8][C:7]=1Br)(=[O:3])[CH3:2].CC([O-])=O.[K+].[B:20]1([B:20]2[O:24][C:23]([CH3:26])([CH3:25])[C:22]([CH3:28])([CH3:27])[O:21]2)[O:24][C:23]([CH3:26])([CH3:25])[C:22]([CH3:28])([CH3:27])[O:21]1.CC(=O)OCC. Product: [C:1]([O:4][CH2:5][C:6]1[CH:11]=[CH:10][C:9]([C:12]#[N:13])=[CH:8][C:7]=1[B:20]1[O:24][C:23]([CH3:26])([CH3:25])[C:22]([CH3:28])([CH3:27])[O:21]1)(=[O:3])[CH3:2]. The catalyst class is: 75. (2) Reactant: [NH2:1][CH2:2][C:3]1[CH:11]=[CH:10][C:6]([C:7]([OH:9])=[O:8])=[CH:5][CH:4]=1.OS(O)(=O)=O.[OH-].[Na+].[CH3:19]O. Product: [NH2:1][CH2:2][C:3]1[CH:4]=[CH:5][C:6]([C:7]([O:9][CH3:19])=[O:8])=[CH:10][CH:11]=1. The catalyst class is: 13. (3) Reactant: [NH2:1][C:2]1[S:6][CH:5]=[C:4]([C:7]([O:9][CH3:10])=[O:8])[C:3]=1[CH3:11].[C:12](O)(=O)[CH3:13].[CH3:16][N:17]([CH3:25])[CH:18]1[CH2:23][CH2:22][C:21](=O)[CH2:20][CH2:19]1.[BH-](OC(C)=O)(OC(C)=O)OC(C)=O.[Na+].C(=O)C. Product: [CH3:16][N:17]([CH3:25])[CH:18]1[CH2:23][CH2:22][CH:21]([N:1]([CH2:12][CH3:13])[C:2]2[S:6][CH:5]=[C:4]([C:7]([O:9][CH3:10])=[O:8])[C:3]=2[CH3:11])[CH2:20][CH2:19]1. The catalyst class is: 26. (4) Reactant: [Cl:1][C:2]1[N:7]=[C:6](Cl)[CH:5]=[C:4]([C:9]2[CH:14]=[CH:13][C:12]([F:15])=[C:11]([Cl:16])[CH:10]=2)[N:3]=1.C([O-])(O)=O.[Na+].[C:22]([O:26][C:27]([N:29]1[CH2:34][CH2:33][NH:32][CH2:31][CH2:30]1)=[O:28])([CH3:25])([CH3:24])[CH3:23]. Product: [C:22]([O:26][C:27]([N:29]1[CH2:34][CH2:33][N:32]([C:6]2[CH:5]=[C:4]([C:9]3[CH:14]=[CH:13][C:12]([F:15])=[C:11]([Cl:16])[CH:10]=3)[N:3]=[C:2]([Cl:1])[N:7]=2)[CH2:31][CH2:30]1)=[O:28])([CH3:25])([CH3:23])[CH3:24]. The catalyst class is: 14.